This data is from Peptide-MHC class I binding affinity with 185,985 pairs from IEDB/IMGT. The task is: Regression. Given a peptide amino acid sequence and an MHC pseudo amino acid sequence, predict their binding affinity value. This is MHC class I binding data. (1) The peptide sequence is CTEETKRNI. The MHC is HLA-A30:01 with pseudo-sequence HLA-A30:01. The binding affinity (normalized) is 0. (2) The peptide sequence is NETGLELTL. The MHC is HLA-B40:01 with pseudo-sequence HLA-B40:01. The binding affinity (normalized) is 0.728. (3) The MHC is HLA-A02:19 with pseudo-sequence HLA-A02:19. The binding affinity (normalized) is 0.0847. The peptide sequence is ATAAATEAY. (4) The peptide sequence is KSHTLWSNG. The MHC is HLA-A30:01 with pseudo-sequence HLA-A30:01. The binding affinity (normalized) is 0.441. (5) The peptide sequence is FYSQESPQSY. The MHC is HLA-A01:01 with pseudo-sequence HLA-A01:01. The binding affinity (normalized) is 0.387. (6) The peptide sequence is NEMGLLETTK. The MHC is HLA-B44:03 with pseudo-sequence HLA-B44:03. The binding affinity (normalized) is 0.0812. (7) The peptide sequence is AQLPRWVAT. The MHC is HLA-A02:19 with pseudo-sequence HLA-A02:19. The binding affinity (normalized) is 0.0847.